From a dataset of Forward reaction prediction with 1.9M reactions from USPTO patents (1976-2016). Predict the product of the given reaction. (1) Given the reactants [C:1]([C:3]1[CH:7]=[CH:6][S:5][C:4]=1[N:8]=[C:9]([O:14][CH2:15][CH2:16][CH3:17])[O:10][CH2:11][CH2:12][CH3:13])#[N:2].[Cl:18]N1C(=O)CCC1=O, predict the reaction product. The product is: [Cl:18][C:6]1[S:5][C:4]([N:8]=[C:9]([O:14][CH2:15][CH2:16][CH3:17])[O:10][CH2:11][CH2:12][CH3:13])=[C:3]([C:1]#[N:2])[CH:7]=1. (2) Given the reactants C([O:3][C:4](=O)[NH:5][C:6](=[O:32])[C:7]([C:30]#[N:31])=[N:8][NH:9][C:10]1[CH:15]=[C:14]([Cl:16])[C:13]([CH2:17][C:18]2[CH:23]=[C:22]([CH:24]([CH3:26])[CH3:25])[C:21](=[O:27])[N:20]([CH3:28])[N:19]=2)=[C:12]([Cl:29])[CH:11]=1)C.C([O-])(=O)C.[Na+], predict the reaction product. The product is: [Cl:29][C:12]1[CH:11]=[C:10]([N:9]2[C:4](=[O:3])[NH:5][C:6](=[O:32])[C:7]([C:30]#[N:31])=[N:8]2)[CH:15]=[C:14]([Cl:16])[C:13]=1[CH2:17][C:18]1[CH:23]=[C:22]([CH:24]([CH3:26])[CH3:25])[C:21](=[O:27])[N:20]([CH3:28])[N:19]=1. (3) Given the reactants [O:1]1[CH:5]=[CH:4][CH:3]=[C:2]1[C:6]1[O:7][C:8]([CH3:36])=[C:9]([CH2:11][O:12][C:13]2[CH:33]=[CH:32][C:16]([CH2:17][O:18][C:19]3[C:23]([CH:24]=O)=[CH:22][N:21]([C:26]4[CH:31]=[CH:30][CH:29]=[CH:28][CH:27]=4)[N:20]=3)=[CH:15][C:14]=2[O:34][CH3:35])[N:10]=1.[CH2:37]([P:46](=[O:53])([O:50][CH2:51][CH3:52])[O:47][CH2:48][CH3:49])P(=O)(OCC)OCC.[H-].[Na+].Cl, predict the reaction product. The product is: [O:1]1[CH:5]=[CH:4][CH:3]=[C:2]1[C:6]1[O:7][C:8]([CH3:36])=[C:9]([CH2:11][O:12][C:13]2[CH:33]=[CH:32][C:16]([CH2:17][O:18][C:19]3[C:23](/[CH:24]=[CH:37]\[P:46](=[O:53])([O:47][CH2:48][CH3:49])[O:50][CH2:51][CH3:52])=[CH:22][N:21]([C:26]4[CH:27]=[CH:28][CH:29]=[CH:30][CH:31]=4)[N:20]=3)=[CH:15][C:14]=2[O:34][CH3:35])[N:10]=1. (4) Given the reactants CC(C1C=C(C(C)C)C(C2C=CC=CC=2P(C2CCCCC2)C2CCCCC2)=C(C(C)C)C=1)C.[O-]P([O-])([O-])=O.[K+].[K+].[K+].CC1(C)C(C)(C)OB([C:51]2[NH:59][C:58]3[CH2:57][CH2:56][NH:55][C:54](=[O:60])[C:53]=3[CH:52]=2)O1.[C:62]([NH:66][C:67]1[N:76]([CH3:77])[C:75](=[O:78])[C:74]2[C:69](=[C:70](I)[CH:71]=[CH:72][CH:73]=2)[N:68]=1)([CH3:65])([CH3:64])[CH3:63], predict the reaction product. The product is: [C:62]([NH:66][C:67]1[N:76]([CH3:77])[C:75](=[O:78])[C:74]2[C:69](=[C:70]([C:51]3[NH:59][C:58]4[CH2:57][CH2:56][NH:55][C:54](=[O:60])[C:53]=4[CH:52]=3)[CH:71]=[CH:72][CH:73]=2)[N:68]=1)([CH3:65])([CH3:64])[CH3:63].